From a dataset of Reaction yield outcomes from USPTO patents with 853,638 reactions. Predict the reaction yield, written as a fraction of the theoretical maximum amount of product (1.0 means a 100% yield; for example, 0.34 means a 34% yield). (1) The reactants are [S:1]1[C:9]2[C:4](=[N:5][CH:6]=[CH:7][CH:8]=2)[N:3]=[C:2]1[O:10][C:11]1[CH:18]=[CH:17][C:14]([CH:15]=O)=[CH:13][CH:12]=1.C[O:20][C:21](=[O:25])[CH2:22][CH2:23][NH2:24].[OH-].[Na+].C(O[BH-](OC(=O)C)OC(=O)C)(=O)C.[Na+]. The catalyst is CO. The product is [S:1]1[C:9]2[C:4](=[N:5][CH:6]=[CH:7][CH:8]=2)[N:3]=[C:2]1[O:10][C:11]1[CH:18]=[CH:17][C:14]([CH2:15][NH:24][CH2:23][CH2:22][C:21]([OH:25])=[O:20])=[CH:13][CH:12]=1. The yield is 0.310. (2) The reactants are Br[C:2]1[C:7](=[O:8])[N:6]([CH2:9][C:10]2[CH:15]=[CH:14][C:13]([C:16]3[C:17]([C:22]#[N:23])=[CH:18][CH:19]=[CH:20][CH:21]=3)=[CH:12][CH:11]=2)[C:5]([CH2:24][CH2:25][CH3:26])=[N:4][C:3]=1[CH3:27].[CH3:28][C:29]1([CH3:42])[CH2:38][CH2:37][C:36]2[C:31](=[CH:32][CH:33]=[C:34](B(O)O)[CH:35]=2)[O:30]1.C(=O)([O-])[O-].[Cs+].[Cs+]. The catalyst is O1CCOCC1.C(OCC)(=O)C.C1C=CC(P(C2C=CC=CC=2)[C-]2C=CC=C2)=CC=1.C1C=CC(P(C2C=CC=CC=2)[C-]2C=CC=C2)=CC=1.Cl[Pd]Cl.[Fe+2]. The product is [CH3:28][C:29]1([CH3:42])[CH2:38][CH2:37][C:36]2[C:31](=[CH:32][CH:33]=[C:34]([C:2]3[C:7](=[O:8])[N:6]([CH2:9][C:10]4[CH:15]=[CH:14][C:13]([C:16]5[C:17]([C:22]#[N:23])=[CH:18][CH:19]=[CH:20][CH:21]=5)=[CH:12][CH:11]=4)[C:5]([CH2:24][CH2:25][CH3:26])=[N:4][C:3]=3[CH3:27])[CH:35]=2)[O:30]1. The yield is 0.490. (3) The yield is 0.840. The product is [ClH:51].[CH3:38][O:37][C:23]1[CH:24]=[CH:25][C:26]2[C:31](=[CH:30][CH:29]=[C:28]([C:32]3[N:36]=[CH:35][O:34][N:33]=3)[CH:27]=2)[C:22]=1[CH2:21][N:18]1[C:19](=[O:20])[C@@H:13]([NH:12][C:11](=[O:43])[C@@H:9]([NH:7][CH3:6])[CH3:10])[CH2:14][CH2:15][C:16]2[CH:42]=[CH:41][CH:40]=[CH:39][C:17]1=2. The reactants are C(O[C:6](=O)[N:7]([C@H:9]([C:11](=[O:43])[NH:12][C@@H:13]1[C:19](=[O:20])[N:18]([CH2:21][C:22]2[C:31]3[C:26](=[CH:27][C:28]([C:32]4[N:36]=[CH:35][O:34][N:33]=4)=[CH:29][CH:30]=3)[CH:25]=[CH:24][C:23]=2[O:37][CH3:38])[C:17]2[CH:39]=[CH:40][CH:41]=[CH:42][C:16]=2[CH2:15][CH2:14]1)[CH3:10])C)(C)(C)C.O1CCOCC1.[ClH:51].CCOCC. The catalyst is CO. (4) The reactants are [CH3:1][C:2]1[C:10]2[C:5](=[CH:6][CH:7]=[C:8](Br)[CH:9]=2)[NH:4][CH:3]=1.[CH2:12]([O:14][C:15](=[O:35])[CH:16]=[C:17](C1C=CC=C2C=1C(C#N)=CN2)[C:18]1[CH:23]=[CH:22][CH:21]=[CH:20][CH:19]=1)[CH3:13]. No catalyst specified. The product is [CH2:12]([O:14][C:15](=[O:35])[CH:16]=[C:17]([C:8]1[CH:9]=[C:10]2[C:5](=[CH:6][CH:7]=1)[NH:4][CH:3]=[C:2]2[CH3:1])[C:18]1[CH:23]=[CH:22][CH:21]=[CH:20][CH:19]=1)[CH3:13]. The yield is 0.900. (5) The reactants are Br[C:2]1[C:19]2[C:10](=[CH:11][C:12]3[C:17](C=2)=[CH:16][CH:15]=[CH:14][CH:13]=3)[CH:9]=[C:8]2[C:3]=1[CH:4]=[CH:5][CH:6]=[CH:7]2.[C:20]1([CH3:26])[CH:25]=[CH:24][CH:23]=[CH:22][CH:21]=1.C(=O)(O)[O-].[Na+].C1(B(O)O)C=CC=CC=1. The catalyst is Cl[Pd](Cl)([P](C1C=CC=CC=1)(C1C=CC=CC=1)C1C=CC=CC=1)[P](C1C=CC=CC=1)(C1C=CC=CC=1)C1C=CC=CC=1.O.C(O)C. The product is [C:20]1([C:26]2[C:19]3[C:10](=[CH:9][C:8]4[C:3]([CH:2]=3)=[CH:4][CH:5]=[CH:6][CH:7]=4)[CH:11]=[C:12]3[C:17]=2[CH:16]=[CH:15][CH:14]=[CH:13]3)[CH:25]=[CH:24][CH:23]=[CH:22][CH:21]=1. The yield is 0.930. (6) The reactants are [Si:1]([O:8][CH2:9][C:10](=O)[CH3:11])([C:4]([CH3:7])([CH3:6])[CH3:5])([CH3:3])[CH3:2].[CH3:13][C:14]([S:17]([NH2:19])=[O:18])([CH3:16])[CH3:15]. The catalyst is C1COCC1.[Cl-].[Na+].O. The product is [Si:1]([O:8][CH2:9]/[C:10](=[N:19]/[S:17]([C:14]([CH3:16])([CH3:15])[CH3:13])=[O:18])/[CH3:11])([C:4]([CH3:7])([CH3:6])[CH3:5])([CH3:3])[CH3:2]. The yield is 0.650. (7) The reactants are [Cl:1][C:2]1[C:3]([C:10]2[CH:17]=[CH:16][C:13]([CH:14]=O)=[CH:12][CH:11]=2)=[N:4][CH:5]=[C:6]([CH2:8][OH:9])[CH:7]=1.[O:18]1[CH2:23][CH2:22][N:21]([C:24]2[CH:25]=[C:26]([NH2:31])[C:27]([NH2:30])=[CH:28][CH:29]=2)[CH2:20][CH2:19]1. The catalyst is [N+](C1C=CC=CC=1)([O-])=O. The product is [Cl:1][C:2]1[CH:7]=[C:6]([CH2:8][OH:9])[CH:5]=[N:4][C:3]=1[C:10]1[CH:17]=[CH:16][C:13]([C:14]2[NH:31][C:26]3[CH:25]=[C:24]([N:21]4[CH2:22][CH2:23][O:18][CH2:19][CH2:20]4)[CH:29]=[CH:28][C:27]=3[N:30]=2)=[CH:12][CH:11]=1. The yield is 0.800. (8) The reactants are [CH2:1]([O:8][N:9]1[C:18]2[C:13](=[CH:14][C:15]([Br:19])=[CH:16][N:17]=2)[C:12]([OH:20])=[C:11]([C:21]([O:23]C)=O)[C:10]1=[O:25])[C:2]1[CH:7]=[CH:6][CH:5]=[CH:4][CH:3]=1.[F:26][C:27]1[CH:32]=[C:31]([F:33])[CH:30]=[CH:29][C:28]=1[CH2:34][NH2:35]. The catalyst is CN(C=O)C. The product is [CH2:1]([O:8][N:9]1[C:18]2[C:13](=[CH:14][C:15]([Br:19])=[CH:16][N:17]=2)[C:12]([OH:20])=[C:11]([C:21]([NH:35][CH2:34][C:28]2[CH:29]=[CH:30][C:31]([F:33])=[CH:32][C:27]=2[F:26])=[O:23])[C:10]1=[O:25])[C:2]1[CH:7]=[CH:6][CH:5]=[CH:4][CH:3]=1. The yield is 0.770. (9) The reactants are [CH2:1]([C:3]1[CH:7]=[C:6]([NH2:8])[N:5]([C:9]2[CH:14]=[CH:13][CH:12]=[CH:11][N:10]=2)[N:4]=1)[CH3:2].Cl[C:16]1[CH:24]=[C:23]([F:25])[C:22]([F:26])=[CH:21][C:17]=1[C:18]([OH:20])=[O:19].C(=O)([O-])[O-].[K+].[K+].Cl. The catalyst is CN(C)C=O.C([O-])(=O)C.[Cu+2].C([O-])(=O)C.O. The product is [F:25][C:23]1[C:22]([F:26])=[CH:21][C:17]([C:18]([OH:20])=[O:19])=[C:16]([NH:8][C:6]2[N:5]([C:9]3[CH:14]=[CH:13][CH:12]=[CH:11][N:10]=3)[N:4]=[C:3]([CH2:1][CH3:2])[CH:7]=2)[CH:24]=1. The yield is 0.660. (10) The reactants are [F:1][C:2]1[CH:7]=[CH:6][C:5]([C:8]2[C:13]([C:14]([O:16][CH3:17])=[O:15])=[C:12]([CH:18]([CH3:20])[CH3:19])[N:11]=[C:10]([OH:21])[N:9]=2)=[CH:4][CH:3]=1.C(N(CC)CC)C.C1(C)C=CC=CC=1.[F:36][C:37]([F:43])([F:42])[S:38](Cl)(=[O:40])=[O:39]. The catalyst is O. The product is [F:1][C:2]1[CH:3]=[CH:4][C:5]([C:8]2[C:13]([C:14]([O:16][CH3:17])=[O:15])=[C:12]([CH:18]([CH3:19])[CH3:20])[N:11]=[C:10]([O:21][S:38]([C:37]([F:43])([F:42])[F:36])(=[O:40])=[O:39])[N:9]=2)=[CH:6][CH:7]=1. The yield is 0.660.